From a dataset of Peptide-MHC class II binding affinity with 134,281 pairs from IEDB. Regression. Given a peptide amino acid sequence and an MHC pseudo amino acid sequence, predict their binding affinity value. This is MHC class II binding data. (1) The peptide sequence is LLESLSSLGAHLDSD. The MHC is DRB5_0101 with pseudo-sequence DRB5_0101. The binding affinity (normalized) is 0.520. (2) The peptide sequence is FTSLEYIEAAKWLLP. The MHC is DRB3_0101 with pseudo-sequence DRB3_0101. The binding affinity (normalized) is 0.556. (3) The peptide sequence is DLVANQPNLKALREK. The MHC is DRB1_0301 with pseudo-sequence DRB1_0301. The binding affinity (normalized) is 0.450. (4) The peptide sequence is LGGLWTAVSPHLSPL. The MHC is HLA-DPA10301-DPB10402 with pseudo-sequence HLA-DPA10301-DPB10402. The binding affinity (normalized) is 0.509. (5) The peptide sequence is RDLLLIVTRIVELLGR. The MHC is DRB1_1101 with pseudo-sequence DRB1_1101. The binding affinity (normalized) is 0.428. (6) The peptide sequence is LQIILSGKMAHLRKV. The MHC is DRB1_0101 with pseudo-sequence DRB1_0101. The binding affinity (normalized) is 1.00.